This data is from Catalyst prediction with 721,799 reactions and 888 catalyst types from USPTO. The task is: Predict which catalyst facilitates the given reaction. (1) Reactant: [N+:1]([C:4]1[CH:15]=[CH:14][C:7]2[CH2:8][CH2:9][CH2:10][CH2:11][C:12](=[O:13])[C:6]=2[CH:5]=1)([O-])=O.[H][H]. Product: [NH2:1][C:4]1[CH:15]=[CH:14][C:7]2[CH2:8][CH2:9][CH2:10][CH2:11][C:12](=[O:13])[C:6]=2[CH:5]=1. The catalyst class is: 19. (2) Reactant: [OH-].[Na+].[C:3]([O:7][C:8](=[O:19])[CH2:9][C:10]1([C:16]([OH:18])=[O:17])[CH:14]([CH3:15])[CH2:13][NH:12][CH2:11]1)([CH3:6])([CH3:5])[CH3:4].CC(C)=O.Cl[C:25]([O:27][CH2:28][C:29]1[CH:34]=[CH:33][CH:32]=[CH:31][CH:30]=1)=[O:26]. Product: [CH2:28]([O:27][C:25]([N:12]1[CH2:13][CH:14]([CH3:15])[C:10]([CH2:9][C:8]([O:7][C:3]([CH3:4])([CH3:5])[CH3:6])=[O:19])([C:16]([OH:18])=[O:17])[CH2:11]1)=[O:26])[C:29]1[CH:34]=[CH:33][CH:32]=[CH:31][CH:30]=1. The catalyst class is: 6.